Dataset: Retrosynthesis with 50K atom-mapped reactions and 10 reaction types from USPTO. Task: Predict the reactants needed to synthesize the given product. Given the product CS(=O)(=O)c1ccc(CNc2ccc(-c3c(N)nc(N)nc3C3CCCC3)cc2)cc1, predict the reactants needed to synthesize it. The reactants are: CS(=O)(=O)c1ccc(C=O)cc1.Nc1ccc(-c2c(N)nc(N)nc2C2CCCC2)cc1.